Dataset: Forward reaction prediction with 1.9M reactions from USPTO patents (1976-2016). Task: Predict the product of the given reaction. (1) Given the reactants CC(C)=O.[CH2:5]([N:7]([CH2:44][CH3:45])[CH2:8][CH2:9][CH2:10][NH:11][C:12]1[N:13]=[C:14]([C:31]2[CH:32]=[C:33]([CH:40]=[CH:41][C:42]=2[CH3:43])[C:34]([NH:36][CH2:37][CH2:38][CH3:39])=[O:35])[C:15]2[CH2:20][NH:19][C:18](=[O:21])[N:17]([C:22]3[C:27]([F:28])=[CH:26][CH:25]=[CH:24][C:23]=3[F:29])[C:16]=2[N:30]=1)[CH3:6].[P:46](=[O:50])([OH:49])([OH:48])[OH:47], predict the reaction product. The product is: [P:46]([OH:50])([OH:49])([OH:48])=[O:47].[CH2:44]([N:7]([CH2:5][CH3:6])[CH2:8][CH2:9][CH2:10][NH:11][C:12]1[N:13]=[C:14]([C:31]2[CH:32]=[C:33]([CH:40]=[CH:41][C:42]=2[CH3:43])[C:34]([NH:36][CH2:37][CH2:38][CH3:39])=[O:35])[C:15]2[CH2:20][NH:19][C:18](=[O:21])[N:17]([C:22]3[C:23]([F:29])=[CH:24][CH:25]=[CH:26][C:27]=3[F:28])[C:16]=2[N:30]=1)[CH3:45]. (2) Given the reactants [CH3:1][O:2][C:3](=[O:22])[CH2:4][CH2:5][NH:6][C:7](=[O:21])[CH:8](OS(C1C=CC(C)=CC=1)(=O)=O)[CH3:9].[CH3:23][N:24]1[C:29]([C:30]([F:33])([F:32])[F:31])=[CH:28][C:27](=[O:34])[N:26]([C:35]2[CH:40]=[C:39]([NH2:41])[C:38]([Cl:42])=[CH:37][C:36]=2[F:43])[C:25]1=[O:44].C(=O)([O-])[O-].[K+].[K+], predict the reaction product. The product is: [CH3:1][O:2][C:3](=[O:22])[CH2:4][CH2:5][NH:6][C:7](=[O:21])[CH:8]([NH:41][C:39]1[CH:40]=[C:35]([N:26]2[C:27](=[O:34])[CH:28]=[C:29]([C:30]([F:32])([F:33])[F:31])[N:24]([CH3:23])[C:25]2=[O:44])[C:36]([F:43])=[CH:37][C:38]=1[Cl:42])[CH3:9]. (3) Given the reactants [NH2:1][CH2:2][CH2:3][CH2:4][CH2:5][N:6]1[C:14]2[N:9]3[C:10](=[N:15][C:16]([CH3:17])=[C:8]3[C:7]1=[O:18])[CH:11]=[CH:12][CH:13]=2.C(N(CC)CC)C.[C:26](Cl)(=[O:29])[O:27][CH3:28], predict the reaction product. The product is: [CH3:17][C:16]1[N:15]=[C:10]2[CH:11]=[CH:12][CH:13]=[C:14]3[N:9]2[C:8]=1[C:7](=[O:18])[N:6]3[CH2:5][CH2:4][CH2:3][CH2:2][NH:1][C:26]([O:27][CH3:28])=[O:29]. (4) Given the reactants [C:1]([O:5][C:6]([NH:8][C:9]1([C:13]2[CH:18]=[CH:17][C:16]([C:19]3[C:24]([C:25]4[CH:30]=[CH:29][CH:28]=[CH:27][CH:26]=4)=[CH:23][N:22]4[N:31]=[C:32]([C:34]([OH:36])=O)[N:33]=[C:21]4[N:20]=3)=[CH:15][CH:14]=2)[CH2:12][CH2:11][CH2:10]1)=[O:7])([CH3:4])([CH3:3])[CH3:2].CN.C1C=CC2N(O)N=[N:45][C:43]=2C=1.CCN=C=NCCCN(C)C, predict the reaction product. The product is: [C:1]([O:5][C:6](=[O:7])[NH:8][C:9]1([C:13]2[CH:14]=[CH:15][C:16]([C:19]3[C:24]([C:25]4[CH:26]=[CH:27][CH:28]=[CH:29][CH:30]=4)=[CH:23][N:22]4[N:31]=[C:32]([C:34](=[O:36])[NH:45][CH3:43])[N:33]=[C:21]4[N:20]=3)=[CH:17][CH:18]=2)[CH2:10][CH2:11][CH2:12]1)([CH3:2])([CH3:3])[CH3:4]. (5) Given the reactants [CH3:1][N:2]([CH3:24])[CH:3]=[N:4][S:5]([C:8]1[CH:13]=[CH:12][CH:11]=[CH:10][C:9]=1[C:14]([CH3:23])([CH3:22])[CH2:15][CH:16]([OH:21])[C:17]([F:20])([F:19])[F:18])(=[O:7])=[O:6].CC(OI1(OC(C)=O)(OC(C)=O)OC(=O)C2C=CC=CC1=2)=O, predict the reaction product. The product is: [CH3:24][N:2]([CH3:1])[CH:3]=[N:4][S:5]([C:8]1[CH:13]=[CH:12][CH:11]=[CH:10][C:9]=1[C:14]([CH3:22])([CH3:23])[CH2:15][C:16](=[O:21])[C:17]([F:18])([F:19])[F:20])(=[O:7])=[O:6].